From a dataset of Catalyst prediction with 721,799 reactions and 888 catalyst types from USPTO. Predict which catalyst facilitates the given reaction. (1) Reactant: C1C=CC(P(C2C=CC3C(=CC=CC=3)C=2C2C3C(=CC=CC=3)C=CC=2P(C2C=CC=CC=2)C2C=CC=CC=2)C2C=CC=CC=2)=CC=1.[Cl:47][C:48]1[CH:49]=[C:50](B(O)O)[CH:51]=[CH:52][C:53]=1[F:54].CO.[CH2:60]([N:67]1[CH2:71][CH:70]=[C:69]([C:72](=[O:74])[CH3:73])[CH2:68]1)[C:61]1[CH:66]=[CH:65][CH:64]=[CH:63][CH:62]=1. Product: [CH2:60]([N:67]1[CH2:71][C@H:70]([C:50]2[CH:51]=[CH:52][C:53]([F:54])=[C:48]([Cl:47])[CH:49]=2)[C@@H:69]([C:72](=[O:74])[CH3:73])[CH2:68]1)[C:61]1[CH:66]=[CH:65][CH:64]=[CH:63][CH:62]=1. The catalyst class is: 6. (2) Product: [Br:11][C:12]1[CH:13]=[N:14][N:15]([C:17]([CH3:25])([CH3:24])[CH2:18][CH2:19][OH:20])[CH:16]=1. Reactant: [H-].C([Al+]CC(C)C)C(C)C.[Br:11][C:12]1[CH:13]=[N:14][N:15]([C:17]([CH3:25])([CH3:24])[CH2:18][C:19](OCC)=[O:20])[CH:16]=1. The catalyst class is: 1. (3) Reactant: Br[CH2:2][C:3]1[S:4][CH:5]=[C:6]([C:8]#[N:9])[N:7]=1.[N-:10]=[N+:11]=[N-:12].[Na+]. Product: [N:10]([CH2:2][C:3]1[S:4][CH:5]=[C:6]([C:8]#[N:9])[N:7]=1)=[N+:11]=[N-:12]. The catalyst class is: 18.